Dataset: Retrosynthesis with 50K atom-mapped reactions and 10 reaction types from USPTO. Task: Predict the reactants needed to synthesize the given product. Given the product N#Cc1cccc(CN[C@H]2CCCc3ccccc32)c1, predict the reactants needed to synthesize it. The reactants are: N#Cc1cccc(C=O)c1.N[C@H]1CCCc2ccccc21.